This data is from Retrosynthesis with 50K atom-mapped reactions and 10 reaction types from USPTO. The task is: Predict the reactants needed to synthesize the given product. Given the product CCOC(=O)Cn1c(=O)n(Cc2ccc(Br)cc2F)c(=O)c2ccc(Cl)cc21, predict the reactants needed to synthesize it. The reactants are: CCOC(=O)CBr.O=c1[nH]c2cc(Cl)ccc2c(=O)n1Cc1ccc(Br)cc1F.